This data is from Forward reaction prediction with 1.9M reactions from USPTO patents (1976-2016). The task is: Predict the product of the given reaction. Given the reactants [C:1]12([C:7]3[CH:12]=[CH:11][C:10]([N:13]4[CH2:17][C@H:16]([CH2:18][NH:19][C:20](=[O:22])[CH3:21])[O:15][C:14]4=[O:23])=[CH:9][CH:8]=3)[CH2:6][CH:5]1[CH2:4][NH:3][CH2:2]2.C(N(CC)CC)C.[CH3:31][S:32](Cl)(=[O:34])=[O:33], predict the reaction product. The product is: [CH3:31][S:32]([N:3]1[CH2:4][CH:5]2[C:1]([C:7]3[CH:8]=[CH:9][C:10]([N:13]4[CH2:17][C@H:16]([CH2:18][NH:19][C:20](=[O:22])[CH3:21])[O:15][C:14]4=[O:23])=[CH:11][CH:12]=3)([CH2:6]2)[CH2:2]1)(=[O:34])=[O:33].